Dataset: Reaction yield outcomes from USPTO patents with 853,638 reactions. Task: Predict the reaction yield, written as a fraction of the theoretical maximum amount of product (1.0 means a 100% yield; for example, 0.34 means a 34% yield). (1) The reactants are [F:1][C:2]1[CH:9]=[CH:8][C:5]([CH:6]=O)=[CH:4][CH:3]=1.C([O-])(=O)C.[Na+].C([BH3-])#N.[Na+].Cl.[CH2:20]([O:22][C:23](=[O:30])[CH2:24][CH:25]([NH2:29])[CH2:26][CH2:27][CH3:28])[CH3:21]. The catalyst is CO. The product is [CH2:20]([O:22][C:23](=[O:30])[CH2:24][CH:25]([NH:29][CH2:6][C:5]1[CH:8]=[CH:9][C:2]([F:1])=[CH:3][CH:4]=1)[CH2:26][CH2:27][CH3:28])[CH3:21]. The yield is 0.600. (2) The reactants are Br[C:2]1[N:6]2[C:7](=[O:24])[CH:8]=[C:9]([CH2:11][N:12]3[C:16]([C:17]([F:20])([F:19])[F:18])=[CH:15][C:14]([CH:21]4[CH2:23][CH2:22]4)=[N:13]3)[N:10]=[C:5]2[S:4][C:3]=1[CH3:25].[N:26]1[CH:31]=[C:30](B(O)O)[CH:29]=[N:28][CH:27]=1.P([O-])([O-])([O-])=O.[K+].[K+].[K+]. The catalyst is CC#N.O.C1C=CC([P]([Pd]([P](C2C=CC=CC=2)(C2C=CC=CC=2)C2C=CC=CC=2)([P](C2C=CC=CC=2)(C2C=CC=CC=2)C2C=CC=CC=2)[P](C2C=CC=CC=2)(C2C=CC=CC=2)C2C=CC=CC=2)(C2C=CC=CC=2)C2C=CC=CC=2)=CC=1. The product is [CH:21]1([C:14]2[CH:15]=[C:16]([C:17]([F:20])([F:19])[F:18])[N:12]([CH2:11][C:9]3[N:10]=[C:5]4[S:4][C:3]([CH3:25])=[C:2]([C:30]5[CH:31]=[N:26][CH:27]=[N:28][CH:29]=5)[N:6]4[C:7](=[O:24])[CH:8]=3)[N:13]=2)[CH2:23][CH2:22]1. The yield is 0.510. (3) The reactants are [Cl:1][C:2]1[C:3]([NH:22][C@@H:23]2[C@@H:28]3[CH2:29][C@@H:25]([CH:26]=[CH:27]3)[C@@H:24]2[C:30]([NH2:32])=[O:31])=[C:4]2[N:10]=[C:9]([C:11]3[CH:12]=[N:13][N:14]([CH:16]4[CH2:21][CH2:20][NH:19][CH2:18][CH2:17]4)[CH:15]=3)[NH:8][C:5]2=[N:6][CH:7]=1.[C:33](OC(=O)C)(=[O:35])[CH3:34]. The catalyst is N1C=CC=CC=1. The product is [C:33]([N:19]1[CH2:20][CH2:21][CH:16]([N:14]2[CH:15]=[C:11]([C:9]3[NH:8][C:5]4=[N:6][CH:7]=[C:2]([Cl:1])[C:3]([NH:22][C@@H:23]5[C@@H:28]6[CH2:29][C@@H:25]([CH:26]=[CH:27]6)[C@@H:24]5[C:30]([NH2:32])=[O:31])=[C:4]4[N:10]=3)[CH:12]=[N:13]2)[CH2:17][CH2:18]1)(=[O:35])[CH3:34]. The yield is 1.00. (4) The reactants are [CH3:1][N:2]1[CH2:23][C:8]23[CH2:9][CH2:10][CH:11]4[CH:20]([CH:7]2[CH2:6][CH2:5][CH:4]3[CH:3]1[CH3:24])[CH2:19][CH:18]=[C:17]1[C:12]4([CH3:22])[CH2:13][CH2:14][CH:15]([OH:21])[CH2:16]1.[F:25][C:26]1[CH:31]=[CH:30][C:29]([CH2:32][C:33](O)=[O:34])=[CH:28][CH:27]=1.C1(N=C=NC2CCCCC2)CCCCC1. The catalyst is CN(C)C1C=CN=CC=1.C1COCC1. The product is [CH3:1][N:2]1[CH2:23][C:8]23[CH2:9][CH2:10][CH:11]4[CH:20]([CH:7]2[CH2:6][CH2:5][CH:4]3[CH:3]1[CH3:24])[CH2:19][CH:18]=[C:17]1[C:12]4([CH3:22])[CH2:13][CH2:14][CH:15]([O:21][C:33](=[O:34])[CH2:32][C:29]2[CH:30]=[CH:31][C:26]([F:25])=[CH:27][CH:28]=2)[CH2:16]1. The yield is 0.870.